From a dataset of Reaction yield outcomes from USPTO patents with 853,638 reactions. Predict the reaction yield, written as a fraction of the theoretical maximum amount of product (1.0 means a 100% yield; for example, 0.34 means a 34% yield). (1) The reactants are [C:1]([C:5]1[CH:6]=[C:7]([NH:24][C:25]([NH:27][C@@H:28]2[C:37]3[C:32](=[CH:33][CH:34]=[CH:35][CH:36]=3)[C@H:31]([O:38][C:39]3[CH:40]=[CH:41][C:42]4[N:43]([C:45]([N:48]5[CH2:53][CH2:52][CH2:51][CH2:50][CH2:49]5)=[N:46][N:47]=4)[CH:44]=3)[CH2:30][CH2:29]2)=[O:26])[N:8]([C:10]2[CH:15]=[CH:14][C:13]([Cl:16])=[C:12]([O:17][CH:18]3[CH2:23][CH2:22][NH:21][CH2:20][CH2:19]3)[CH:11]=2)[N:9]=1)([CH3:4])([CH3:3])[CH3:2].C=O.[C:56](O)(=O)C.C(O[BH-](OC(=O)C)OC(=O)C)(=O)C.[Na+]. The catalyst is C(Cl)Cl. The product is [C:1]([C:5]1[CH:6]=[C:7]([NH:24][C:25]([NH:27][C@@H:28]2[C:37]3[C:32](=[CH:33][CH:34]=[CH:35][CH:36]=3)[C@H:31]([O:38][C:39]3[CH:40]=[CH:41][C:42]4[N:43]([C:45]([N:48]5[CH2:53][CH2:52][CH2:51][CH2:50][CH2:49]5)=[N:46][N:47]=4)[CH:44]=3)[CH2:30][CH2:29]2)=[O:26])[N:8]([C:10]2[CH:15]=[CH:14][C:13]([Cl:16])=[C:12]([O:17][CH:18]3[CH2:23][CH2:22][N:21]([CH3:56])[CH2:20][CH2:19]3)[CH:11]=2)[N:9]=1)([CH3:4])([CH3:2])[CH3:3]. The yield is 0.540. (2) The reactants are [CH2:1]([N:8]1[CH2:13][CH2:12][CH:11]([C:14]([C:27]2[CH:32]=[CH:31][C:30]([CH:33]([CH3:35])[CH3:34])=[CH:29][CH:28]=2)([C:16]2[C:21]([CH3:22])=[CH:20][C:19]([CH3:23])=[C:18]([CH3:24])[C:17]=2[O:25]C)O)[CH2:10][CH2:9]1)[C:2]1[CH:7]=[CH:6][CH:5]=[CH:4][CH:3]=1.Br.[OH-].[Na+]. The catalyst is C(O)(=O)C. The product is [CH2:1]([N:8]1[CH2:13][CH2:12][C:11]2([CH:14]([C:27]3[CH:28]=[CH:29][C:30]([CH:33]([CH3:35])[CH3:34])=[CH:31][CH:32]=3)[C:16]3[C:21]([CH3:22])=[CH:20][C:19]([CH3:23])=[C:18]([CH3:24])[C:17]=3[O:25]2)[CH2:10][CH2:9]1)[C:2]1[CH:3]=[CH:4][CH:5]=[CH:6][CH:7]=1. The yield is 0.760. (3) The reactants are [NH2:1][C@@H:2]1[C:13](=[O:14])[O:12][C@H:11]([C:15]2[CH:20]=[CH:19][CH:18]=[CH:17][CH:16]=2)[CH2:10][NH:9][C:8](=[O:21])[C@H:7]([CH2:22][C:23]([NH:25][CH2:26][C:27]2[CH:32]=[CH:31][C:30]([Cl:33])=[CH:29][CH:28]=2)=[O:24])[CH2:6][CH:5]=[CH:4][CH2:3]1.CO.[CH3:36][C:37]([CH3:39])=O.C([BH3-])#N.[Na+]. The catalyst is C(O)(=O)C.C(Cl)Cl. The product is [Cl:33][C:30]1[CH:31]=[CH:32][C:27]([CH2:26][NH:25][C:23](=[O:24])[CH2:22][C@@H:7]2[CH2:6][CH:5]=[CH:4][CH2:3][C@H:2]([NH:1][CH:37]([CH3:39])[CH3:36])[C:13](=[O:14])[O:12][C@H:11]([C:15]3[CH:20]=[CH:19][CH:18]=[CH:17][CH:16]=3)[CH2:10][NH:9][C:8]2=[O:21])=[CH:28][CH:29]=1. The yield is 0.950. (4) The reactants are [CH2:1]([N:8]1[CH2:13][CH2:12][NH:11][CH:10]([CH2:14][OH:15])[CH2:9]1)[C:2]1[CH:7]=[CH:6][CH:5]=[CH:4][CH:3]=1.C([O-])(=O)C.[Na+].[Cl:21][CH2:22][C:23](Cl)=[O:24]. The catalyst is CC(C)=O.O.CCOC(C)=O. The product is [CH2:1]([N:8]1[CH2:13][CH2:12][N:11]([C:23](=[O:24])[CH2:22][Cl:21])[CH:10]([CH2:14][OH:15])[CH2:9]1)[C:2]1[CH:3]=[CH:4][CH:5]=[CH:6][CH:7]=1. The yield is 0.990. (5) The reactants are [F:1][C:2]1[CH:7]=[CH:6][C:5]([F:8])=[CH:4][C:3]=1[N+:9]([O-])=O.CC(=O)OCC. The catalyst is CO.[Pd]. The yield is 0.830. The product is [F:1][C:2]1[CH:7]=[CH:6][C:5]([F:8])=[CH:4][C:3]=1[NH2:9]. (6) The reactants are N(C(OC(C)(C)C)=O)=NC(OC(C)(C)C)=O.C1(P(C2C=CC=CC=2)C2C=CC=CC=2)C=CC=CC=1.[OH:36][C:37]1[C:38]([C:51]2[CH:56]=[CH:55][CH:54]=[CH:53][CH:52]=2)=[N:39][C:40]2[C:45]([C:46]=1[C:47]([O:49][CH3:50])=[O:48])=[CH:44][CH:43]=[CH:42][CH:41]=2.[CH3:57][C:58]([N:61]1[CH2:66][CH2:65][CH:64](O)[CH2:63][CH2:62]1)([CH3:60])[CH3:59]. The catalyst is C1COCC1.O. The product is [CH3:57][C:58]([N:61]1[CH2:66][CH2:65][CH:64]([O:36][C:37]2[C:38]([C:51]3[CH:56]=[CH:55][CH:54]=[CH:53][CH:52]=3)=[N:39][C:40]3[C:45]([C:46]=2[C:47]([O:49][CH3:50])=[O:48])=[CH:44][CH:43]=[CH:42][CH:41]=3)[CH2:63][CH2:62]1)([CH3:60])[CH3:59]. The yield is 0.420.